From a dataset of Catalyst prediction with 721,799 reactions and 888 catalyst types from USPTO. Predict which catalyst facilitates the given reaction. (1) Reactant: C(OC(=O)[NH:7][C:8]1[CH:9]=[N:10][CH:11]=[C:12]([C:14]#[C:15][C:16]2[CH:21]=[CH:20][CH:19]=[CH:18][CH:17]=2)[CH:13]=1)(C)(C)C.[ClH:23]. Product: [ClH:23].[ClH:23].[C:16]1([C:15]#[C:14][C:12]2[CH:13]=[C:8]([NH2:7])[CH:9]=[N:10][CH:11]=2)[CH:17]=[CH:18][CH:19]=[CH:20][CH:21]=1. The catalyst class is: 12. (2) Reactant: [NH:1]1[C:5]2=[N:6][CH:7]=[CH:8][C:9]([C:10]3[O:14][C:13]([CH2:15][NH:16]C(=O)OCC4C=CC=CC=4)=[N:12][N:11]=3)=[C:4]2[CH:3]=[CH:2]1. Product: [NH:1]1[C:5]2=[N:6][CH:7]=[CH:8][C:9]([C:10]3[O:14][C:13]([CH2:15][NH2:16])=[N:12][N:11]=3)=[C:4]2[CH:3]=[CH:2]1. The catalyst class is: 14.